Dataset: Full USPTO retrosynthesis dataset with 1.9M reactions from patents (1976-2016). Task: Predict the reactants needed to synthesize the given product. Given the product [Cl:1][C:2]1[N:3]=[C:4]([NH:13][CH2:10][CH2:11][CH3:12])[CH:5]=[C:6]([Cl:8])[N:7]=1, predict the reactants needed to synthesize it. The reactants are: [Cl:1][C:2]1[N:7]=[C:6]([Cl:8])[CH:5]=[C:4](Cl)[N:3]=1.[CH2:10]([NH2:13])[CH2:11][CH3:12].